This data is from Peptide-MHC class I binding affinity with 185,985 pairs from IEDB/IMGT. The task is: Regression. Given a peptide amino acid sequence and an MHC pseudo amino acid sequence, predict their binding affinity value. This is MHC class I binding data. (1) The peptide sequence is NLFSKNILK. The MHC is HLA-A68:02 with pseudo-sequence HLA-A68:02. The binding affinity (normalized) is 0. (2) The peptide sequence is EEAPPTNPYNT. The MHC is Mamu-A11 with pseudo-sequence Mamu-A11. The binding affinity (normalized) is 0.527. (3) The peptide sequence is GRYNLISPK. The MHC is HLA-B18:01 with pseudo-sequence HLA-B18:01. The binding affinity (normalized) is 0.0847. (4) The peptide sequence is QPLQQYPL. The MHC is HLA-B51:01 with pseudo-sequence HLA-B51:01. The binding affinity (normalized) is 0.327. (5) The peptide sequence is SIFISFYLI. The MHC is HLA-A02:03 with pseudo-sequence HLA-A02:03. The binding affinity (normalized) is 0.329. (6) The peptide sequence is ESKAKQLCY. The MHC is HLA-A03:01 with pseudo-sequence HLA-A03:01. The binding affinity (normalized) is 0. (7) The peptide sequence is KHIPYREHK. The MHC is H-2-Kd with pseudo-sequence H-2-Kd. The binding affinity (normalized) is 0.